Dataset: Full USPTO retrosynthesis dataset with 1.9M reactions from patents (1976-2016). Task: Predict the reactants needed to synthesize the given product. The reactants are: [C:1]([O:5][C:6]([N:8]1[CH2:12][CH2:11][CH2:10][C@H:9]1[CH:13]=O)=[O:7])([CH3:4])([CH3:3])[CH3:2].Cl.[NH2:16][OH:17].Cl. Given the product [OH:17][N:16]=[CH:13][C@@H:9]1[CH2:10][CH2:11][CH2:12][N:8]1[C:6]([O:5][C:1]([CH3:4])([CH3:3])[CH3:2])=[O:7], predict the reactants needed to synthesize it.